From a dataset of Full USPTO retrosynthesis dataset with 1.9M reactions from patents (1976-2016). Predict the reactants needed to synthesize the given product. Given the product [CH:1]([N:3]1[CH2:6][CH2:5][NH:12][CH2:11][CH2:4]1)([CH3:2])[CH3:22], predict the reactants needed to synthesize it. The reactants are: [CH2:1]([N:3]1[CH2:6][C:5]2(CCNC2)[CH2:4]1)[CH3:2].[CH3:11][N:12]1CCC2(CCNC2)C1.N1(C2CCNCC2)CCC[CH2:22]1.C(N1CCC2(CCNC2)C1)C.CN(C)CCC1CCCCN1.C(N(CC)CC(O)CN1CCNCC1)C.C1NCCN2CCCC12.N1CC(N(CC)CC)C1.CNCCCN1CCN(C)CC1.N1(CC2CCCNC2)CCCC1.C(N1CCC(N2CCNCC2)CC1)C.CNCC1CCN(C)CC1.CN1CCN(CCN2CCNCC2)CC1.N1(C2N=CC=CN=2)CCNCC1.